This data is from Reaction yield outcomes from USPTO patents with 853,638 reactions. The task is: Predict the reaction yield, written as a fraction of the theoretical maximum amount of product (1.0 means a 100% yield; for example, 0.34 means a 34% yield). (1) The reactants are [NH2:1][CH2:2][C@@H:3]([C@@H:5]([NH:10][C:11](=[O:17])[O:12][C:13]([CH3:16])([CH3:15])[CH3:14])[CH2:6][CH2:7][CH2:8][CH3:9])[OH:4].NC[C@H]([C@@H](NC(=O)OC(C)(C)C)CCCC)O.[N:35]1[CH:40]=[CH:39][CH:38]=[CH:37][C:36]=1[S:41](Cl)(=[O:43])=[O:42]. The catalyst is ClCCl.C(=O)(O)[O-].[Na+]. The product is [OH:4][CH:3]([C@@H:5]([NH:10][C:11](=[O:17])[O:12][C:13]([CH3:16])([CH3:15])[CH3:14])[CH2:6][CH2:7][CH2:8][CH3:9])[CH2:2][NH:1][S:41]([C:36]1[CH:37]=[CH:38][CH:39]=[CH:40][N:35]=1)(=[O:43])=[O:42]. The yield is 0.650. (2) The reactants are [CH2:1]([C:5]1[CH2:10][CH:9]([CH3:11])[C:8]([CH:13]([OH:15])[CH3:14])([CH3:12])[CH2:7][CH:6]=1)[CH:2]([CH3:4])[CH3:3].[Cr](O[Cr]([O-])(=O)=O)([O-])(=O)=O.[NH+]1C=CC=CC=1.[NH+]1C=CC=CC=1.Cl. The catalyst is CN(C)C=O. The product is [CH2:1]([C:5]1[CH2:10][CH:9]([CH3:11])[C:8]([C:13](=[O:15])[CH3:14])([CH3:12])[CH2:7][CH:6]=1)[CH:2]([CH3:4])[CH3:3]. The yield is 0.770. (3) The reactants are [Cl:1][C:2]1[CH:3]=[C:4]([CH:11]2[C:20]([CH3:22])([CH3:21])[CH:19](O)[C:18]3[C:13](=[CH:14][CH:15]=[C:16]([C:24]([O:26][CH3:27])=[O:25])[CH:17]=3)[NH:12]2)[CH:5]=[C:6]([N+:8]([O-:10])=[O:9])[CH:7]=1.FC(F)(F)C(O)=O.C(=O)(O)[O-].[Na+]. The catalyst is ClCCl. The product is [Cl:1][C:2]1[CH:3]=[C:4]([CH:11]2[C:20]([CH3:21])([CH3:22])[CH2:19][C:18]3[C:13](=[CH:14][CH:15]=[C:16]([C:24]([O:26][CH3:27])=[O:25])[CH:17]=3)[NH:12]2)[CH:5]=[C:6]([N+:8]([O-:10])=[O:9])[CH:7]=1. The yield is 0.520. (4) The reactants are [CH3:1][C:2](=[O:6])[CH:3]=[CH:4][CH3:5].Cl[Mg][CH2:9][Si:10]([CH3:13])([CH3:12])[CH3:11]. The catalyst is C(OCC)C. The product is [CH3:5][CH:4]([CH2:9][Si:10]([CH3:13])([CH3:12])[CH3:11])[CH2:3][C:2](=[O:6])[CH3:1]. The yield is 0.430. (5) The reactants are C[O:2][C:3]([C:5]1[CH:10]=[CH:9][N:8]=[C:7]([CH2:11][C:12]2[CH:13]=[C:14]3[C:19](=[C:20]([C:22]([O:24]C)=[O:23])[CH:21]=2)[N:18]=[CH:17][C:16]([CH3:26])=[CH:15]3)[CH:6]=1)=O.O[Li].O.Cl.[NH2:31][CH2:32][C:33]1[C:34]([CH3:41])=[CH:35][C:36]([NH2:40])=[N:37][C:38]=1[CH3:39].CN(C(ON1N=NC2C=CC=NC1=2)=[N+](C)C)C.F[P-](F)(F)(F)(F)F.CCN(CC)CC. The catalyst is C1COCC1.O.CN(C=O)C.O. The product is [NH2:40][C:36]1[N:37]=[C:38]([CH3:39])[C:33]([CH2:32][NH:31][C:3]([C:5]2[CH:10]=[CH:9][N:8]=[C:7]([CH2:11][C:12]3[CH:13]=[C:14]4[C:19](=[C:20]([C:22]([OH:24])=[O:23])[CH:21]=3)[N:18]=[CH:17][C:16]([CH3:26])=[CH:15]4)[CH:6]=2)=[O:2])=[C:34]([CH3:41])[CH:35]=1. The yield is 0.0140. (6) No catalyst specified. The reactants are Br[C:2]1[C:3]([C:16]2[CH:21]=[CH:20][CH:19]=[CH:18][CH:17]=2)=[N:4][C:5]2[C:10]([N:11]=1)=[CH:9][C:8]([C:12]([O:14]C)=[O:13])=[CH:7][CH:6]=2.[C:22]([C:25]1[CH:30]=[CH:29][C:28](B(O)O)=[CH:27][CH:26]=1)([OH:24])=[O:23]. The yield is 0.190. The product is [C:22]([C:25]1[CH:30]=[CH:29][C:28]([C:2]2[C:3]([C:16]3[CH:17]=[CH:18][CH:19]=[CH:20][CH:21]=3)=[N:4][C:5]3[C:10]([N:11]=2)=[CH:9][C:8]([C:12]([OH:14])=[O:13])=[CH:7][CH:6]=3)=[CH:27][CH:26]=1)([OH:24])=[O:23]. (7) The reactants are I[C:2]1[CH:7]=[CH:6][C:5]([CH2:8][C:9]([NH:11][C@@H:12]([C:14]2[CH:19]=[CH:18][C:17]([O:20][CH2:21][C:22]([F:25])([F:24])[F:23])=[CH:16][N:15]=2)[CH3:13])=[O:10])=[CH:4][CH:3]=1.[CH3:26][N:27]1[C:31](B2OC(C)(C)C(C)(C)O2)=[CH:30][CH:29]=[N:28]1.[O-]P([O-])([O-])=O.[K+].[K+].[K+]. The catalyst is C1C=CC(/C=C/C(/C=C/C2C=CC=CC=2)=O)=CC=1.C1C=CC(/C=C/C(/C=C/C2C=CC=CC=2)=O)=CC=1.C1C=CC(/C=C/C(/C=C/C2C=CC=CC=2)=O)=CC=1.[Pd].[Pd].C1(P(C2CCCCC2)C2CCCCC2)CCCCC1.O1CCOCC1. The product is [CH3:26][N:27]1[C:31]([C:2]2[CH:7]=[CH:6][C:5]([CH2:8][C:9]([NH:11][C@@H:12]([C:14]3[CH:19]=[CH:18][C:17]([O:20][CH2:21][C:22]([F:25])([F:24])[F:23])=[CH:16][N:15]=3)[CH3:13])=[O:10])=[CH:4][CH:3]=2)=[CH:30][CH:29]=[N:28]1. The yield is 0.600. (8) The reactants are [S:1](Cl)(Cl)=[O:2].[CH2:5]1COCC1.Br[C:11]1[CH:16]=[C:15]([CH3:17])[CH:14]=[C:13]([CH3:18])[CH:12]=1.Cl.[C:20]1([CH3:26])[CH:25]=[CH:24][CH:23]=[CH:22][CH:21]=1. No catalyst specified. The product is [CH3:18][C:13]1[CH:12]=[C:11]([S:1]([C:22]2[CH:23]=[C:24]([CH3:5])[CH:25]=[C:20]([CH3:26])[CH:21]=2)=[O:2])[CH:16]=[C:15]([CH3:17])[CH:14]=1. The yield is 0.600.